This data is from Reaction yield outcomes from USPTO patents with 853,638 reactions. The task is: Predict the reaction yield, written as a fraction of the theoretical maximum amount of product (1.0 means a 100% yield; for example, 0.34 means a 34% yield). (1) The reactants are [CH2:1]1[C:9]2[C:4](=[CH:5][C:6]([NH:10][C:11](=[O:24])[C:12]3[CH:17]=[CH:16][C:15]([N:18]4[CH2:23][CH2:22][NH:21][CH2:20][CH2:19]4)=[CH:14][CH:13]=3)=[CH:7][CH:8]=2)[CH2:3][CH2:2]1.[CH2:25]([O:27][C:28]([C:30]1[CH:31]=[CH:32][C:33](Cl)=[N:34][CH:35]=1)=[O:29])[CH3:26].C(N(C(C)C)CC)(C)C. The catalyst is C1COCC1. The product is [CH2:25]([O:27][C:28](=[O:29])[C:30]1[CH:31]=[CH:32][C:33]([N:21]2[CH2:22][CH2:23][N:18]([C:15]3[CH:14]=[CH:13][C:12]([C:11](=[O:24])[NH:10][C:6]4[CH:5]=[C:4]5[C:9](=[CH:8][CH:7]=4)[CH2:1][CH2:2][CH2:3]5)=[CH:17][CH:16]=3)[CH2:19][CH2:20]2)=[N:34][CH:35]=1)[CH3:26]. The yield is 0.530. (2) The reactants are [CH3:1][N:2]([CH3:13])[CH2:3][CH2:4][O:5][CH2:6][CH2:7][O:8][CH2:9][CH2:10][C:11]#[N:12].[NH2:14][OH:15]. The catalyst is CCO. The product is [CH3:13][N:2]([CH3:1])[CH2:3][CH2:4][O:5][CH2:6][CH2:7][O:8][CH2:9][CH2:10][C:11](=[N:14][OH:15])[NH2:12]. The yield is 0.901. (3) The reactants are [OH:1][C:2]1[CH:3]=[C:4]2[C:9](=[CH:10][C:11]=1[OH:12])[O:8][CH2:7][CH2:6][C:5]2=[O:13].[C:14]([O-])([O-])=O.[K+].[K+].CI. The catalyst is CN(C=O)C. The product is [OH:1][C:2]1[CH:3]=[C:4]2[C:9](=[CH:10][C:11]=1[O:12][CH3:14])[O:8][CH2:7][CH2:6][C:5]2=[O:13]. The yield is 0.680. (4) The reactants are [OH:1][C:2]1[C:7]2[C:8](=[O:11])[CH2:9][O:10][C:6]=2[CH:5]=[CH:4][CH:3]=1.C(=O)([O-])[O-].[K+].[K+].Br[CH2:19][CH2:20][O:21][CH3:22].Cl. The catalyst is CN(C)C=O. The product is [CH3:22][O:21][CH2:20][CH2:19][O:1][C:2]1[C:7]2[C:8](=[O:11])[CH2:9][O:10][C:6]=2[CH:5]=[CH:4][CH:3]=1. The yield is 0.630. (5) The reactants are Cl.Cl.[Br:3][C:4]1[CH:5]=[C:6]([CH:37]=[C:38]([C:40]([F:43])([F:42])[F:41])[CH:39]=1)[C:7]([N:9]([CH2:11][C@H:12]([C:30]1[CH:35]=[CH:34][C:33]([F:36])=[CH:32][CH:31]=1)[CH2:13][CH2:14][N:15]1[CH2:18][CH:17]([N:19]2[CH2:24][CH2:23][N:22]3[C:25](=[O:29])[CH2:26]C[CH2:28][CH:21]3[CH2:20]2)[CH2:16]1)[CH3:10])=[O:8].N1CC(N2CCN3[C@H](C[O:52]CC3=O)C2)C1.C([BH3-])#N.[Na+]. The catalyst is C(O)C.CO.[Cl-].[Zn+2].[Cl-]. The product is [Br:3][C:4]1[CH:5]=[C:6]([CH:37]=[C:38]([C:40]([F:42])([F:41])[F:43])[CH:39]=1)[C:7]([N:9]([CH2:11][C@H:12]([C:30]1[CH:31]=[CH:32][C:33]([F:36])=[CH:34][CH:35]=1)[CH2:13][CH2:14][N:15]1[CH2:18][CH:17]([N:19]2[CH2:24][CH2:23][N:22]3[C@H:21]([CH2:28][O:52][CH2:26][C:25]3=[O:29])[CH2:20]2)[CH2:16]1)[CH3:10])=[O:8]. The yield is 0.550. (6) The reactants are [CH3:1][C:2]1[O:6][C:5]([C:7]2[CH:12]=[CH:11][CH:10]=[CH:9][CH:8]=2)=[N:4][C:3]=1[CH2:13][O:14][C:15]1[CH:20]=[CH:19][C:18]([S:21][C:22]2[S:23][CH:24]=[C:25]([CH2:27][C:28]([O-:30])=[O:29])[N:26]=2)=[CH:17][CH:16]=1.O.[OH-].[Li+].O1CCCC1.Cl. The catalyst is CO.O. The product is [CH3:1][C:2]1[O:6][C:5]([C:7]2[CH:12]=[CH:11][CH:10]=[CH:9][CH:8]=2)=[N:4][C:3]=1[CH2:13][O:14][C:15]1[CH:20]=[CH:19][C:18]([S:21][C:22]2[S:23][CH:24]=[C:25]([CH2:27][C:28]([OH:30])=[O:29])[N:26]=2)=[CH:17][CH:16]=1. The yield is 0.690. (7) The reactants are C(N[C:9]([O:11][CH2:12][CH3:13])=[O:10])C1C=CC=CC=1.[F:14][C:15]1[CH:16]=[C:17]([CH:19]=[C:20]([F:35])[C:21]=1[C:22]1[CH2:27][CH2:26][N:25]([CH2:28][C:29]2[CH:34]=[CH:33][CH:32]=[CH:31][CH:30]=2)[CH2:24][CH:23]=1)[NH2:18].[Li]CCCC.[C:41](OC[C@@H]1OC1)(=[O:45])CCC. The catalyst is C1COCC1. The product is [OH:45][CH2:41][C@@H:12]1[O:11][C:9](=[O:10])[N:18]([C:17]2[CH:19]=[C:20]([F:35])[C:21]([C:22]3[CH2:27][CH2:26][N:25]([CH2:28][C:29]4[CH:30]=[CH:31][CH:32]=[CH:33][CH:34]=4)[CH2:24][CH:23]=3)=[C:15]([F:14])[CH:16]=2)[CH2:13]1. The yield is 0.860.